From a dataset of NCI-60 drug combinations with 297,098 pairs across 59 cell lines. Regression. Given two drug SMILES strings and cell line genomic features, predict the synergy score measuring deviation from expected non-interaction effect. (1) Drug 1: CC(C1=C(C=CC(=C1Cl)F)Cl)OC2=C(N=CC(=C2)C3=CN(N=C3)C4CCNCC4)N. Drug 2: CC(C)CN1C=NC2=C1C3=CC=CC=C3N=C2N. Cell line: OVCAR-4. Synergy scores: CSS=-4.28, Synergy_ZIP=1.01, Synergy_Bliss=-3.88, Synergy_Loewe=-5.32, Synergy_HSA=-5.66. (2) Drug 2: CC(C)(C#N)C1=CC(=CC(=C1)CN2C=NC=N2)C(C)(C)C#N. Cell line: NCI-H522. Drug 1: CC1=C2C(C(=O)C3(C(CC4C(C3C(C(C2(C)C)(CC1OC(=O)C(C(C5=CC=CC=C5)NC(=O)OC(C)(C)C)O)O)OC(=O)C6=CC=CC=C6)(CO4)OC(=O)C)OC)C)OC. Synergy scores: CSS=57.1, Synergy_ZIP=11.6, Synergy_Bliss=11.5, Synergy_Loewe=0.168, Synergy_HSA=14.1. (3) Drug 1: CS(=O)(=O)OCCCCOS(=O)(=O)C. Drug 2: C1CN(P(=O)(OC1)NCCCl)CCCl. Cell line: SK-MEL-28. Synergy scores: CSS=3.49, Synergy_ZIP=-4.65, Synergy_Bliss=-6.85, Synergy_Loewe=-4.94, Synergy_HSA=-5.06. (4) Drug 1: CN(C)C(=N)N=C(N)N. Drug 2: CC1CCC2CC(C(=CC=CC=CC(CC(C(=O)C(C(C(=CC(C(=O)CC(OC(=O)C3CCCCN3C(=O)C(=O)C1(O2)O)C(C)CC4CCC(C(C4)OC)OP(=O)(C)C)C)C)O)OC)C)C)C)OC. Cell line: SK-OV-3. Synergy scores: CSS=25.3, Synergy_ZIP=1.15, Synergy_Bliss=4.49, Synergy_Loewe=-3.79, Synergy_HSA=7.47. (5) Drug 1: C1=CC(=CC=C1CCCC(=O)O)N(CCCl)CCCl. Drug 2: CCCCCOC(=O)NC1=NC(=O)N(C=C1F)C2C(C(C(O2)C)O)O. Cell line: CCRF-CEM. Synergy scores: CSS=47.2, Synergy_ZIP=-2.96, Synergy_Bliss=-9.14, Synergy_Loewe=-32.2, Synergy_HSA=-7.85. (6) Drug 1: CC1=C(C=C(C=C1)NC2=NC=CC(=N2)N(C)C3=CC4=NN(C(=C4C=C3)C)C)S(=O)(=O)N.Cl. Drug 2: COC1=CC(=CC(=C1O)OC)C2C3C(COC3=O)C(C4=CC5=C(C=C24)OCO5)OC6C(C(C7C(O6)COC(O7)C8=CC=CS8)O)O. Cell line: HOP-62. Synergy scores: CSS=33.6, Synergy_ZIP=1.72, Synergy_Bliss=1.84, Synergy_Loewe=-27.3, Synergy_HSA=2.82.